From a dataset of Reaction yield outcomes from USPTO patents with 853,638 reactions. Predict the reaction yield, written as a fraction of the theoretical maximum amount of product (1.0 means a 100% yield; for example, 0.34 means a 34% yield). The reactants are F[C:2]1[CH:10]=[C:9]([F:11])[C:8]([F:12])=[CH:7][C:3]=1[C:4]([OH:6])=[O:5].[F:13][C:14]1[CH:20]=[C:19]([I:21])[CH:18]=[CH:17][C:15]=1[NH2:16].[NH2-].[Li+].Cl. The catalyst is C(#N)C. The product is [F:11][C:9]1[C:8]([F:12])=[CH:7][C:3]([C:4]([OH:6])=[O:5])=[C:2]([NH:16][C:15]2[CH:17]=[CH:18][C:19]([I:21])=[CH:20][C:14]=2[F:13])[CH:10]=1. The yield is 0.430.